From a dataset of Full USPTO retrosynthesis dataset with 1.9M reactions from patents (1976-2016). Predict the reactants needed to synthesize the given product. (1) Given the product [Cl:1][C:2]1[CH:3]=[C:4]([C:8]2[N:9]=[C:10]([N:16]3[C:20]4[CH:21]=[C:22]([O:25][CH2:34][CH2:33][CH2:32][N:26]5[CH2:31][CH2:30][CH2:29][CH2:28][CH2:27]5)[CH:23]=[CH:24][C:19]=4[N:18]=[CH:17]3)[S:11][C:12]=2[C:13]([NH2:15])=[O:14])[CH:5]=[CH:6][CH:7]=1, predict the reactants needed to synthesize it. The reactants are: [Cl:1][C:2]1[CH:3]=[C:4]([C:8]2[N:9]=[C:10]([N:16]3[C:20]4[CH:21]=[C:22]([OH:25])[CH:23]=[CH:24][C:19]=4[N:18]=[CH:17]3)[S:11][C:12]=2[C:13]([NH2:15])=[O:14])[CH:5]=[CH:6][CH:7]=1.[N:26]1([CH2:32][CH2:33][CH2:34]OS(C2C=CC(C)=CC=2)(=O)=O)[CH2:31][CH2:30][CH2:29][CH2:28][CH2:27]1.C(=O)([O-])[O-].[Cs+].[Cs+]. (2) Given the product [CH3:1][O:2][C:3]1[CH:4]=[CH:5][C:6]([N:12]2[N:16]=[CH:15][CH:14]=[N:13]2)=[C:7]([C:8]([N:44]2[CH2:43][CH2:42][C@@H:41]3[C@@H:46]([N:39]([C:35]4[CH:34]=[C:33]([C:32]([F:48])([F:31])[F:47])[CH:38]=[CH:37][N:36]=4)[CH2:40]3)[CH2:45]2)=[O:10])[CH:11]=1, predict the reactants needed to synthesize it. The reactants are: [CH3:1][O:2][C:3]1[CH:4]=[CH:5][C:6]([N:12]2[N:16]=[CH:15][CH:14]=[N:13]2)=[C:7]([CH:11]=1)[C:8]([OH:10])=O.S1C=CC=C1C1C=CC=CC=1C(O)=O.[F:31][C:32]([F:48])([F:47])[C:33]1[CH:38]=[CH:37][N:36]=[C:35]([N:39]2[C@@H:46]3[C@@H:41]([CH2:42][CH2:43][NH:44][CH2:45]3)[CH2:40]2)[CH:34]=1.CC1C=C(C)N=C(N2[C@@H]3[C@@H](CCNC3)C2)N=1. (3) Given the product [Cl:6][C:7]1[CH:12]=[CH:11][CH:10]=[CH:9][C:8]=1[C:13]1[N:14]([CH2:30][CH2:31][NH:32][C:2](=[O:3])[O:4][CH3:5])[C:15]2[C:20]([N:21]=1)=[C:19]([N:22]1[CH2:23][CH2:24][N:25]([CH3:28])[CH2:26][CH2:27]1)[N:18]=[C:17]([CH3:29])[N:16]=2, predict the reactants needed to synthesize it. The reactants are: Cl[C:2]([O:4][CH3:5])=[O:3].[Cl:6][C:7]1[CH:12]=[CH:11][CH:10]=[CH:9][C:8]=1[C:13]1[N:14]([CH2:30][CH2:31][NH2:32])[C:15]2[C:20]([N:21]=1)=[C:19]([N:22]1[CH2:27][CH2:26][N:25]([CH3:28])[CH2:24][CH2:23]1)[N:18]=[C:17]([CH3:29])[N:16]=2.N1C=CC=CC=1. (4) Given the product [CH2:7]([N:6]([CH2:5][C:4]1[CH:11]=[CH:12][CH:13]=[C:14]([O:15][CH3:16])[C:3]=1[O:2][CH3:1])[C:26](=[O:27])[CH2:25][CH2:24][C:21]1[CH:22]=[CH:23][C:18]([OH:17])=[CH:19][CH:20]=1)[CH2:8][CH2:9][CH3:10], predict the reactants needed to synthesize it. The reactants are: [CH3:1][O:2][C:3]1[C:14]([O:15][CH3:16])=[CH:13][CH:12]=[CH:11][C:4]=1[CH2:5][NH:6][CH2:7][CH2:8][CH2:9][CH3:10].[OH:17][C:18]1[CH:23]=[CH:22][C:21]([CH2:24][CH2:25][C:26](O)=[O:27])=[CH:20][CH:19]=1.F[B-](F)(F)F.N1(OC(N(C)C)=[N+](C)C)C2C=CC=CC=2N=N1.C(N(C(C)C)CC)(C)C. (5) Given the product [CH:33]1([C:31]2[N:32]=[C:26]([CH:11]3[CH2:12][CH:13]([C:15]4[CH:20]=[CH:19][C:18]([O:21][C:22]([F:23])([F:25])[F:24])=[CH:17][CH:16]=4)[CH2:14][N:9]([C:7]([N:1]4[CH2:6][CH2:5][O:4][CH2:3][CH2:2]4)=[O:8])[CH2:10]3)[O:28][N:30]=2)[CH2:36][CH2:35][CH2:34]1, predict the reactants needed to synthesize it. The reactants are: [N:1]1([C:7]([N:9]2[CH2:14][CH:13]([C:15]3[CH:20]=[CH:19][C:18]([O:21][C:22]([F:25])([F:24])[F:23])=[CH:17][CH:16]=3)[CH2:12][CH:11]([C:26]([OH:28])=O)[CH2:10]2)=[O:8])[CH2:6][CH2:5][O:4][CH2:3][CH2:2]1.O[N:30]=[C:31]([CH:33]1[CH2:36][CH2:35][CH2:34]1)[NH2:32]. (6) Given the product [NH2:47][CH2:48][C:49]1[CH:54]=[C:53]([C:18]2[CH:17]=[C:16]([C:12]3[CH:13]=[CH:14][CH:15]=[C:10]([CH2:9][NH2:8])[CH:11]=3)[N:21]=[C:20]([C:22]([NH:24][C:25]3[CH:30]=[CH:29][CH:28]=[CH:27][C:26]=3[CH2:31][C:32]([OH:34])=[O:33])=[O:23])[CH:19]=2)[CH:52]=[CH:51][CH:50]=1.[C:58]([OH:64])([C:60]([F:63])([F:62])[F:61])=[O:59], predict the reactants needed to synthesize it. The reactants are: C(OC([NH:8][CH2:9][C:10]1[CH:11]=[C:12]([C:16]2[N:21]=[C:20]([C:22]([NH:24][C:25]3[CH:30]=[CH:29][CH:28]=[CH:27][C:26]=3[CH2:31][C:32]([O:34]C(C)(C)C)=[O:33])=[O:23])[CH:19]=[C:18](Cl)[CH:17]=2)[CH:13]=[CH:14][CH:15]=1)=O)(C)(C)C.C(OC([NH:47][CH2:48][C:49]1[CH:50]=[C:51](B(O)O)[CH:52]=[CH:53][CH:54]=1)=O)(C)(C)C.[C:58]([OH:64])([C:60]([F:63])([F:62])[F:61])=[O:59].C(Cl)Cl. (7) Given the product [I:21][C:20]1[C:19](=[O:22])[N:18]2[C:23]([CH3:27])=[CH:24][CH:25]=[CH:26][C:17]2=[N:16][C:15]=1[CH:12]([NH:11][C:2]1[N:10]=[CH:9][N:8]=[C:7]2[C:3]=1[N:4]=[CH:5][NH:6]2)[CH2:13][CH3:14], predict the reactants needed to synthesize it. The reactants are: Br[C:2]1[N:10]=[CH:9][N:8]=[C:7]2[C:3]=1[N:4]=[CH:5][NH:6]2.[NH2:11][CH:12]([C:15]1[N:16]=[C:17]2[CH:26]=[CH:25][CH:24]=[C:23]([CH3:27])[N:18]2[C:19](=[O:22])[C:20]=1[I:21])[CH2:13][CH3:14].C(N(CC)C(C)C)(C)C. (8) Given the product [OH:48][C:47]([C:49]([F:52])([F:51])[F:50])=[O:46].[C:1]1([CH2:7][C@@H:8]([NH:18][C:19]([C:21]2([NH:26][C:27]([C:29]3[S:33][C:32]4[CH:34]=[CH:35][CH:36]=[CH:37][C:31]=4[CH:30]=3)=[O:28])[CH2:25][CH2:24][CH2:23][CH2:22]2)=[O:20])[C:9](=[O:17])[NH:10][CH2:11][CH2:12][CH:41]2[CH2:40][CH2:39][NH:38][CH2:43][CH2:42]2)[CH:6]=[CH:5][CH:4]=[CH:3][CH:2]=1, predict the reactants needed to synthesize it. The reactants are: [C:1]1([CH2:7][C@@H:8]([NH:18][C:19]([C:21]2([NH:26][C:27]([C:29]3[S:33][C:32]4[CH:34]=[CH:35][CH:36]=[CH:37][C:31]=4[CH:30]=3)=[O:28])[CH2:25][CH2:24][CH2:23][CH2:22]2)=[O:20])[C:9](=[O:17])[NH:10][CH:11]2CCNC[CH2:12]2)[CH:6]=[CH:5][CH:4]=[CH:3][CH:2]=1.[N:38]1[CH:43]=[CH:42][CH:41]=[CH:40][C:39]=1C=O.[OH:46][C:47]([C:49]([F:52])([F:51])[F:50])=[O:48].C1(C[C@@H](NC(C2(NC(C3SC4C=CC=CC=4C=3)=O)CCCC2)=O)C(=O)NC2CCN(CC3C=CC=CN=3)CC2)C=CC=CC=1.